Dataset: Catalyst prediction with 721,799 reactions and 888 catalyst types from USPTO. Task: Predict which catalyst facilitates the given reaction. (1) Reactant: [CH3:1][C:2]1([C:5]([OH:7])=O)[CH2:4][CH2:3]1.[S:8]1[CH:12]=[CH:11][CH:10]=[C:9]1[CH2:13][NH2:14].C(N(CC)CC)C.CCN=C=NCCCN(C)C.Cl. Product: [S:8]1[CH:12]=[CH:11][CH:10]=[C:9]1[CH2:13][NH:14][C:5]([C:2]1([CH3:1])[CH2:4][CH2:3]1)=[O:7]. The catalyst class is: 64. (2) Reactant: [F:1][C:2]1[CH:7]=[CH:6][C:5]([S:8][CH:9]2[CH2:14][CH2:13][CH:12]([C:15]([O:17][CH2:18][CH3:19])=[O:16])[CH2:11][C:10]2=O)=[CH:4][CH:3]=1.[Al+3].[Cl-].[Cl-].[Cl-].Cl. Product: [F:1][C:2]1[CH:7]=[CH:6][C:5]2[S:8][C:9]3[CH2:14][CH2:13][CH:12]([C:15]([O:17][CH2:18][CH3:19])=[O:16])[CH2:11][C:10]=3[C:4]=2[CH:3]=1. The catalyst class is: 701. (3) Reactant: [Cl:1][C:2]1[CH:9]=[C:6]([CH:7]=[O:8])[C:5]([OH:10])=[CH:4][CH:3]=1.C(=O)([O-])[O-].[K+].[K+].[CH2:17](Br)[C:18]1[CH:23]=[CH:22][CH:21]=[CH:20][CH:19]=1. Product: [CH2:17]([O:10][C:5]1[CH:4]=[CH:3][C:2]([Cl:1])=[CH:9][C:6]=1[CH:7]=[O:8])[C:18]1[CH:23]=[CH:22][CH:21]=[CH:20][CH:19]=1. The catalyst class is: 198. (4) Reactant: [CH2:1]([C:5]1[CH:10]=[CH:9][CH:8]=[CH:7][C:6]=1[CH2:11][OH:12])[CH2:2][CH:3]=[CH2:4].[CH2:13]([O:16][C:17]1([CH3:46])[CH2:22][CH2:21][N:20]([C:23]2[N:28]3[N:29]=[C:30]([CH2:32]I)[CH:31]=[C:27]3[N:26]=[C:25]([CH3:34])[C:24]=2[C@H:35]([O:41][C:42]([CH3:45])([CH3:44])[CH3:43])[C:36]([O:38][CH2:39][CH3:40])=[O:37])[CH2:19][CH2:18]1)[CH:14]=[CH2:15].[H-].[Na+]. Product: [CH2:13]([O:16][C:17]1([CH3:46])[CH2:18][CH2:19][N:20]([C:23]2[N:28]3[N:29]=[C:30]([CH2:32][O:12][CH2:11][C:6]4[CH:7]=[CH:8][CH:9]=[CH:10][C:5]=4[CH2:1][CH2:2][CH:3]=[CH2:4])[CH:31]=[C:27]3[N:26]=[C:25]([CH3:34])[C:24]=2[C@H:35]([O:41][C:42]([CH3:45])([CH3:44])[CH3:43])[C:36]([O:38][CH2:39][CH3:40])=[O:37])[CH2:21][CH2:22]1)[CH:14]=[CH2:15]. The catalyst class is: 3. (5) Reactant: [CH:1]1([NH:7][C:8]([NH:10][C:11]2[N:12]=[C:13]3[CH:19]=[CH:18][N:17]([CH2:20][O:21][CH2:22][CH2:23][Si:24]([CH3:27])([CH3:26])[CH3:25])[C:14]3=[N:15][CH:16]=2)=[O:9])[CH2:6][CH2:5][CH2:4][CH2:3][CH2:2]1.C1C(=O)N([I:35])C(=O)C1. Product: [CH:1]1([NH:7][C:8]([NH:10][C:11]2[N:12]=[C:13]3[C:19]([I:35])=[CH:18][N:17]([CH2:20][O:21][CH2:22][CH2:23][Si:24]([CH3:27])([CH3:26])[CH3:25])[C:14]3=[N:15][CH:16]=2)=[O:9])[CH2:6][CH2:5][CH2:4][CH2:3][CH2:2]1. The catalyst class is: 21. (6) Reactant: [CH2:1]([C@@H:8]1[NH:13][C:12]([C:14]2[CH:19]=[CH:18][C:17]([O:20][CH3:21])=[CH:16][C:15]=2[O:22][CH3:23])=[CH:11][S:10][C:9]1=[O:24])[C:2]1[CH:7]=[CH:6][CH:5]=[CH:4][CH:3]=1.C([C@@H]1N=C(C2C=CC(OC)=CC=2OC)CSC1=O)C1C=CC=CC=1.C([BH3-])#N.[Na+].C(O)(=O)C. Product: [CH2:1]([C@H:8]1[C:9](=[O:24])[S:10][CH2:11][C@@H:12]([C:14]2[CH:19]=[CH:18][C:17]([O:20][CH3:21])=[CH:16][C:15]=2[O:22][CH3:23])[NH:13]1)[C:2]1[CH:3]=[CH:4][CH:5]=[CH:6][CH:7]=1. The catalyst class is: 7. (7) Reactant: Cl.Cl.[NH2:3][CH2:4][CH2:5][S:6][S:7][CH2:8][CH2:9][NH2:10].C(N(CC)CC)C.[CH3:18][C:19]([O:22][C:23](O[C:23]([O:22][C:19]([CH3:21])([CH3:20])[CH3:18])=[O:24])=[O:24])([CH3:21])[CH3:20]. Product: [NH2:3][CH2:4][CH2:5][S:6][S:7][CH2:8][CH2:9][NH:10][C:23](=[O:24])[O:22][C:19]([CH3:21])([CH3:20])[CH3:18]. The catalyst class is: 5.